This data is from Peptide-MHC class I binding affinity with 185,985 pairs from IEDB/IMGT. The task is: Regression. Given a peptide amino acid sequence and an MHC pseudo amino acid sequence, predict their binding affinity value. This is MHC class I binding data. (1) The peptide sequence is IQRRGAQFQ. The MHC is HLA-A26:03 with pseudo-sequence HLA-A26:03. The binding affinity (normalized) is 0.0847. (2) The peptide sequence is INREGKVVGL. The MHC is HLA-B08:01 with pseudo-sequence HLA-B08:01. The binding affinity (normalized) is 0.140. (3) The peptide sequence is DFDNLIGVR. The MHC is HLA-A33:01 with pseudo-sequence HLA-A33:01. The binding affinity (normalized) is 0.587. (4) The peptide sequence is TVKMGAFMY. The MHC is HLA-A11:01 with pseudo-sequence HLA-A11:01. The binding affinity (normalized) is 0.701. (5) The peptide sequence is HRDGKPRYL. The MHC is HLA-B15:01 with pseudo-sequence HLA-B15:01. The binding affinity (normalized) is 0.0847. (6) The peptide sequence is TLDSQVMSL. The MHC is HLA-A02:01 with pseudo-sequence HLA-A02:01. The binding affinity (normalized) is 0.530.